Task: Predict the reaction yield, written as a fraction of the theoretical maximum amount of product (1.0 means a 100% yield; for example, 0.34 means a 34% yield).. Dataset: Reaction yield outcomes from USPTO patents with 853,638 reactions The reactants are [C:1]1([OH:7])[CH:6]=[CH:5][CH:4]=[CH:3][CH:2]=1.C(CC(=O)C)(=O)C.Br[C:16]1[CH:17]=[C:18]2[C:23](=[CH:24][CH:25]=1)[C:21](=[O:22])[O:20][CH2:19]2.C(=O)([O-])[O-].[K+].[K+]. The catalyst is [Cu](Br)Br.O.CN(C=O)C. The product is [O:7]([C:16]1[CH:17]=[C:18]2[C:23](=[CH:24][CH:25]=1)[C:21](=[O:22])[O:20][CH2:19]2)[C:1]1[CH:6]=[CH:5][CH:4]=[CH:3][CH:2]=1. The yield is 0.720.